From a dataset of Forward reaction prediction with 1.9M reactions from USPTO patents (1976-2016). Predict the product of the given reaction. (1) Given the reactants C([O:5][C:6](=[O:29])[CH2:7][N:8]1[C:16]2[C:11](=[CH:12][CH:13]=[CH:14][CH:15]=2)[C:10]([CH:17]2[C:21]3[CH:22]=[CH:23][CH:24]=[CH:25][C:20]=3[S:19](=[O:27])(=[O:26])[NH:18]2)=[C:9]1[CH3:28])(C)(C)C.Br[CH2:31][CH2:32][OH:33], predict the reaction product. The product is: [OH:33][CH2:32][CH2:31][N:18]1[CH:17]([C:10]2[C:11]3[C:16](=[CH:15][CH:14]=[CH:13][CH:12]=3)[N:8]([CH2:7][C:6]([OH:29])=[O:5])[C:9]=2[CH3:28])[C:21]2[CH:22]=[CH:23][CH:24]=[CH:25][C:20]=2[S:19]1(=[O:27])=[O:26]. (2) Given the reactants [Cl:1][C:2]1[N:3]=[C:4]2[C:12]([Cl:13])=[C:11]([Cl:14])[CH:10]=[N:9][C:5]2=[N:6][C:7]=1Cl.Cl.[NH:16]1[CH2:19][CH:18]([N:20]([CH3:28])[C:21](=[O:27])[O:22][C:23]([CH3:26])([CH3:25])[CH3:24])[CH2:17]1.[NH4+].[Cl-], predict the reaction product. The product is: [CH3:28][N:20]([CH:18]1[CH2:17][N:16]([C:7]2[N:6]=[C:5]3[N:9]=[CH:10][C:11]([Cl:14])=[C:12]([Cl:13])[C:4]3=[N:3][C:2]=2[Cl:1])[CH2:19]1)[C:21](=[O:27])[O:22][C:23]([CH3:26])([CH3:24])[CH3:25]. (3) Given the reactants [Br:1][C:2]1[CH:11]=[C:10]2[C:5]([CH2:6][CH2:7][N:8]([C:15](=O)[C:16]([N:18]([C:30]([CH3:33])([CH3:32])[CH3:31])[CH2:19][CH2:20][CH2:21][CH2:22][C:23]#[C:24][C:25]3[S:29][CH:28]=[N:27][CH:26]=3)=[O:17])[CH:9]2C(O)=O)=[CH:4][C:3]=1[O:35][CH3:36].C([O-])(=O)C.[Na+].CCOCC.CCCCCCC, predict the reaction product. The product is: [C:30]([N:18]1[CH2:19][CH2:20][CH2:21][CH2:22][C:23]2[C:24]([C:25]3[S:29][CH:28]=[N:27][CH:26]=3)=[C:9]3[C:10]4[CH:11]=[C:2]([Br:1])[C:3]([O:35][CH3:36])=[CH:4][C:5]=4[CH2:6][CH2:7][N:8]3[C:15]=2[C:16]1=[O:17])([CH3:31])([CH3:33])[CH3:32]. (4) Given the reactants [N:1]1([C:7]2[N:8]=[C:9]([CH2:14][C:15]([O:17]CC)=O)[NH:10][C:11](=[O:13])[CH:12]=2)[CH2:6][CH2:5][O:4][CH2:3][CH2:2]1.[F:20][C:21]([F:30])([F:29])[C:22]1[CH:23]=[C:24]([CH:26]=[CH:27][CH:28]=1)[NH2:25], predict the reaction product. The product is: [N:1]1([C:7]2[N:8]=[C:9]([CH2:14][C:15]([NH:25][C:24]3[CH:26]=[CH:27][CH:28]=[C:22]([C:21]([F:20])([F:29])[F:30])[CH:23]=3)=[O:17])[NH:10][C:11](=[O:13])[CH:12]=2)[CH2:2][CH2:3][O:4][CH2:5][CH2:6]1. (5) Given the reactants [I:1][C:2]1[N:6]2[CH:7]=[CH:8][C:9]([CH:11]=[O:12])=[CH:10][C:5]2=[N:4][CH:3]=1.[N+:13]([CH3:16])([O-:15])=[O:14].C(NCC)C, predict the reaction product. The product is: [I:1][C:2]1[N:6]2[CH:7]=[CH:8][C:9]([CH:11]([OH:12])[CH2:16][N+:13]([O-:15])=[O:14])=[CH:10][C:5]2=[N:4][CH:3]=1. (6) Given the reactants [Cl:1][S:2]([OH:5])(=O)=[O:3].[Br:6][C:7]1[CH:8]=[C:9]([CH:14]2[C:23]3[C:22](=[O:24])[CH2:21][CH:20]([CH2:25][CH2:26][CH3:27])[CH2:19][C:18]=3[NH:17][C:16]([CH3:28])=[C:15]2[C:29]#[N:30])[CH:10]=[CH:11][C:12]=1[OH:13], predict the reaction product. The product is: [Br:6][C:7]1[C:12]([OH:13])=[C:11]([S:2]([Cl:1])(=[O:5])=[O:3])[CH:10]=[C:9]([CH:14]2[C:23]3[C:22](=[O:24])[CH2:21][CH:20]([CH2:25][CH2:26][CH3:27])[CH2:19][C:18]=3[NH:17][C:16]([CH3:28])=[C:15]2[C:29]#[N:30])[CH:8]=1.